From a dataset of Catalyst prediction with 721,799 reactions and 888 catalyst types from USPTO. Predict which catalyst facilitates the given reaction. (1) Reactant: [ClH:1].C(OCC)(=O)C.C(OC([NH:15][C:16]1([CH2:22][CH2:23][C:24]([O:26][CH2:27][CH3:28])=[O:25])[CH2:21][CH2:20][O:19][CH2:18][CH2:17]1)=O)(C)(C)C. Product: [ClH:1].[NH2:15][C:16]1([CH2:22][CH2:23][C:24]([O:26][CH2:27][CH3:28])=[O:25])[CH2:17][CH2:18][O:19][CH2:20][CH2:21]1. The catalyst class is: 13. (2) Reactant: Br[C:2]1[CH:12]=[C:11]([CH3:13])[C:5]2[N:6]=[C:7]([NH2:10])[N:8]=[N:9][C:4]=2[CH:3]=1.[CH3:14][S:15]([NH:18][C:19]1[CH:20]=[C:21](B(O)O)[CH:22]=[CH:23][CH:24]=1)(=[O:17])=[O:16].C(=O)([O-])[O-].[Na+].[Na+]. Product: [NH2:10][C:7]1[N:8]=[N:9][C:4]2[CH:3]=[C:2]([C:23]3[CH:24]=[C:19]([NH:18][S:15]([CH3:14])(=[O:16])=[O:17])[CH:20]=[CH:21][CH:22]=3)[CH:12]=[C:11]([CH3:13])[C:5]=2[N:6]=1. The catalyst class is: 492.